Dataset: Forward reaction prediction with 1.9M reactions from USPTO patents (1976-2016). Task: Predict the product of the given reaction. (1) Given the reactants [C:1]([C:5]1N=C(N2CC[C@H](O)C2)C2[C:9](=[N:11][N:12]([CH2:14]C3C(C)=NON=3)N=2)[N:10]=1)(C)(C)C.[C:27]([C:31]1[N:32]=[C:33]([N:40]2[CH2:44][CH2:43][C@H:42]([O:45]C(=O)C(F)(F)F)[CH2:41]2)[C:34]2[N:39]=[N:38][NH:37][C:35]=2[N:36]=1)([CH3:30])([CH3:29])[CH3:28].Cl.ClCC1N(C)N=CN=1, predict the reaction product. The product is: [C:27]([C:31]1[N:32]=[C:33]([N:40]2[CH2:44][CH2:43][C@H:42]([OH:45])[CH2:41]2)[C:34]2[C:35](=[N:37][N:38]([CH2:1][C:5]3[N:12]([CH3:14])[N:11]=[CH:9][N:10]=3)[N:39]=2)[N:36]=1)([CH3:28])([CH3:29])[CH3:30]. (2) Given the reactants C1([O:7][C:8](=O)[N:9]([C:19]2[CH:24]=[C:23]([O:25][C:26]3[CH:31]=[CH:30][C:29]([NH:32][C:33]([C:35]4([C:38](=[O:48])[NH:39][C:40]5[CH:45]=[CH:44][C:43]([F:46])=[CH:42][C:41]=5[F:47])[CH2:37][CH2:36]4)=[O:34])=[C:28]([F:49])[CH:27]=3)[CH:22]=[CH:21][N:20]=2)C(OC2C=CC=CC=2)=O)C=CC=CC=1.[CH3:51][N:52]1[CH2:57][CH2:56][CH:55]([NH:58][CH3:59])[CH2:54][CH2:53]1, predict the reaction product. The product is: [F:47][C:41]1[CH:42]=[C:43]([F:46])[CH:44]=[CH:45][C:40]=1[NH:39][C:38]([C:35]1([C:33]([NH:32][C:29]2[CH:30]=[CH:31][C:26]([O:25][C:23]3[CH:22]=[CH:21][N:20]=[C:19]([NH:9][C:8]([N:58]([CH3:59])[CH:55]4[CH2:56][CH2:57][N:52]([CH3:51])[CH2:53][CH2:54]4)=[O:7])[CH:24]=3)=[CH:27][C:28]=2[F:49])=[O:34])[CH2:37][CH2:36]1)=[O:48]. (3) Given the reactants [CH:1]12[CH2:7][CH:4]([CH:5]=[CH:6]1)[CH2:3][CH:2]2[CH2:8][CH2:9][CH2:10][CH2:11][CH2:12][CH2:13][N:14]=[CH:15][C:16]1[CH:25]=[CH:24][C:23]([OH:26])=[C:22]2[C:17]=1[CH:18]=[CH:19][CH:20]=[N:21]2.[BH4-].[Na+], predict the reaction product. The product is: [CH:1]12[CH2:7][CH:4]([CH:5]=[CH:6]1)[CH2:3][CH:2]2[CH2:8][CH2:9][CH2:10][CH2:11][CH2:12][CH2:13][NH:14][CH2:15][C:16]1[CH:25]=[CH:24][C:23]([OH:26])=[C:22]2[C:17]=1[CH:18]=[CH:19][CH:20]=[N:21]2. (4) Given the reactants [CH:1]([C:3]1[N:8]=[C:7]([C:9]([F:12])([F:11])[F:10])[N:6]=[C:5]([O:13][CH:14]2[CH2:19][CH2:18][N:17]([C:20]([O:22][C:23]([CH3:26])([CH3:25])[CH3:24])=[O:21])[CH2:16][CH2:15]2)[CH:4]=1)=O.[CH3:27][NH:28][CH3:29].C1C(C(O)=O)=CC=C(NCC(NCC#N)=O)C=1, predict the reaction product. The product is: [CH3:27][N:28]([CH2:1][C:3]1[N:8]=[C:7]([C:9]([F:12])([F:10])[F:11])[N:6]=[C:5]([O:13][CH:14]2[CH2:19][CH2:18][N:17]([C:20]([O:22][C:23]([CH3:24])([CH3:25])[CH3:26])=[O:21])[CH2:16][CH2:15]2)[CH:4]=1)[CH3:29]. (5) The product is: [CH2:35]([NH:37][C:38](=[O:39])[O:14][CH2:13][CH2:12][N:11]([C:8]1[CH:7]=[C:6]([CH:16]([S:25]([C:28]2[CH:29]=[CH:30][C:31]([Cl:34])=[CH:32][CH:33]=2)(=[O:27])=[O:26])[C:17]2[CH:22]=[C:21]([F:23])[CH:20]=[CH:19][C:18]=2[F:24])[C:5]([Cl:4])=[CH:10][N:9]=1)[CH3:15])[CH3:36]. Given the reactants C(Cl)Cl.[Cl:4][C:5]1[C:6]([CH:16]([S:25]([C:28]2[CH:33]=[CH:32][C:31]([Cl:34])=[CH:30][CH:29]=2)(=[O:27])=[O:26])[C:17]2[CH:22]=[C:21]([F:23])[CH:20]=[CH:19][C:18]=2[F:24])=[CH:7][C:8]([N:11]([CH3:15])[CH2:12][CH2:13][OH:14])=[N:9][CH:10]=1.[CH2:35]([N:37]=[C:38]=[O:39])[CH3:36], predict the reaction product.